This data is from Peptide-MHC class II binding affinity with 134,281 pairs from IEDB. The task is: Regression. Given a peptide amino acid sequence and an MHC pseudo amino acid sequence, predict their binding affinity value. This is MHC class II binding data. (1) The peptide sequence is YFIMAYVNQAHHIQL. The MHC is DRB1_0701 with pseudo-sequence DRB1_0701. The binding affinity (normalized) is 0.817. (2) The peptide sequence is DEELLKAVRIIKILYQSNP. The MHC is DRB3_0202 with pseudo-sequence DRB3_0202. The binding affinity (normalized) is 0.364. (3) The peptide sequence is AFILIGDNLFPKV. The MHC is DRB3_0101 with pseudo-sequence DRB3_0101. The binding affinity (normalized) is 0.740. (4) The peptide sequence is GGWWLTFGQILGLAQ. The binding affinity (normalized) is 0.367. The MHC is HLA-DPA10201-DPB10101 with pseudo-sequence HLA-DPA10201-DPB10101.